Dataset: Forward reaction prediction with 1.9M reactions from USPTO patents (1976-2016). Task: Predict the product of the given reaction. (1) Given the reactants [Br:1][C:2]1[C:3]([C@@H:10]([NH:20][S@](C(C)(C)C)=O)[CH2:11][C:12]2[CH:17]=[C:16]([F:18])[CH:15]=[C:14]([F:19])[CH:13]=2)=[N:4][C:5]([S:8][CH3:9])=[N:6][CH:7]=1.[ClH:27].O1CCOCC1.C(OCC)C, predict the reaction product. The product is: [ClH:27].[Br:1][C:2]1[C:3]([C@@H:10]([NH2:20])[CH2:11][C:12]2[CH:17]=[C:16]([F:18])[CH:15]=[C:14]([F:19])[CH:13]=2)=[N:4][C:5]([S:8][CH3:9])=[N:6][CH:7]=1. (2) Given the reactants [NH2:1][C:2]1[N:3]=[C:4]([Cl:32])[C:5]2[CH:10]=[CH:9][N:8]([C@@H:11]3[O:23][C@H:22]([CH2:24][O:25][CH:26]4[CH2:31][CH2:30][CH2:29][CH2:28][O:27]4)[C@@H:14]([O:15][CH:16]4[CH2:21][CH2:20][CH2:19][CH2:18][O:17]4)[C@@H:12]3O)[C:6]=2[N:7]=1.C(N(S(F)(F)[F:39])CC)C.C([O-])(O)=O.[Na+], predict the reaction product. The product is: [NH2:1][C:2]1[N:3]=[C:4]([Cl:32])[C:5]2[CH:10]=[CH:9][N:8]([C@@H:11]3[O:23][C@H:22]([CH2:24][O:25][CH:26]4[CH2:31][CH2:30][CH2:29][CH2:28][O:27]4)[C@@H:14]([O:15][CH:16]4[CH2:21][CH2:20][CH2:19][CH2:18][O:17]4)[C@H:12]3[F:39])[C:6]=2[N:7]=1. (3) Given the reactants [CH2:1]([S:4][C:5]1[CH:10]=[CH:9][CH:8]=[CH:7][CH:6]=1)[CH:2]=[CH2:3].N1C(=O)NC(=O)NC1=[O:13].C1(C)C=CC=CC=1.Cl[O-].[Na+].[OH2:30], predict the reaction product. The product is: [CH2:1]([S:4]([C:5]1[CH:10]=[CH:9][CH:8]=[CH:7][CH:6]=1)(=[O:13])=[O:30])[CH:2]=[CH2:3]. (4) Given the reactants [Br:1][C:2]1[S:3][C:4]2[CH:10]=[C:9]([N+:11]([O-])=O)[CH:8]=[CH:7][C:5]=2[N:6]=1, predict the reaction product. The product is: [Br:1][C:2]1[S:3][C:4]2[CH:10]=[C:9]([NH2:11])[CH:8]=[CH:7][C:5]=2[N:6]=1. (5) Given the reactants [Cl:1][C:2]1[CH:7]=[CH:6][C:5]([C:8]2[C:14]3[CH:15]=[C:16]([O:19][CH3:20])[CH:17]=[CH:18][C:13]=3[N:12]3[C:21]([CH3:24])=[N:22][N:23]=[C:11]3[C@H:10]([CH2:25][C:26]([NH:28][CH2:29][CH2:30][CH2:31][CH2:32][CH2:33][NH:34]C(=O)OC(C)(C)C)=[O:27])[N:9]=2)=[CH:4][CH:3]=1.[F:42][C:43]([F:48])([F:47])[C:44]([OH:46])=[O:45], predict the reaction product. The product is: [F:42][C:43]([F:48])([F:47])[C:44]([OH:46])=[O:45].[NH2:34][CH2:33][CH2:32][CH2:31][CH2:30][CH2:29][NH:28][C:26](=[O:27])[CH2:25][C@@H:10]1[N:9]=[C:8]([C:5]2[CH:6]=[CH:7][C:2]([Cl:1])=[CH:3][CH:4]=2)[C:14]2[CH:15]=[C:16]([O:19][CH3:20])[CH:17]=[CH:18][C:13]=2[N:12]2[C:21]([CH3:24])=[N:22][N:23]=[C:11]12.